Dataset: Reaction yield outcomes from USPTO patents with 853,638 reactions. Task: Predict the reaction yield, written as a fraction of the theoretical maximum amount of product (1.0 means a 100% yield; for example, 0.34 means a 34% yield). (1) The reactants are [C:1]1([C:7]2[C:12]([F:13])=[CH:11][CH:10]=[CH:9][C:8]=2[C@:14]([C@@H:22]2[CH2:27][CH2:26][CH2:25][N:24](C(OC(C)(C)C)=O)[CH2:23]2)([OH:21])[CH2:15][CH2:16][CH2:17][CH2:18][O:19][CH3:20])[CH2:6][CH2:5][CH2:4][CH2:3][CH:2]=1.C([O-])(O)=O.[Na+].C(O)(C(F)(F)F)=O. The catalyst is C(O)(C(F)(F)F)=O.C(Cl)Cl. The product is [C:1]1([C:7]2[C:12]([F:13])=[CH:11][CH:10]=[CH:9][C:8]=2[C@:14]([C@@H:22]2[CH2:27][CH2:26][CH2:25][NH:24][CH2:23]2)([OH:21])[CH2:15][CH2:16][CH2:17][CH2:18][O:19][CH3:20])[CH2:6][CH2:5][CH2:4][CH2:3][CH:2]=1. The yield is 0.930. (2) The reactants are [NH2:1][C:2]1[CH:3]=[C:4]([CH:21]=[CH:22][C:23]=1[F:24])[O:5][C:6]1[CH:7]=[CH:8][C:9]2[N:10]([CH:12]=[C:13]([NH:15][C:16]([CH:18]3[CH2:20][CH2:19]3)=[O:17])[N:14]=2)[N:11]=1.[CH3:25][N:26]1[CH:30]=[CH:29][N:28]=[C:27]1[C:31](O)=[O:32].Cl.C(N=C=NCCCN(C)C)C.ON1C2C=CC=CC=2N=N1.C(=O)([O-])O.[Na+]. The catalyst is CN(C)C=O. The product is [CH:18]1([C:16]([NH:15][C:13]2[N:14]=[C:9]3[CH:8]=[CH:7][C:6]([O:5][C:4]4[CH:21]=[CH:22][C:23]([F:24])=[C:2]([NH:1][C:31]([C:27]5[N:26]([CH3:25])[CH:30]=[CH:29][N:28]=5)=[O:32])[CH:3]=4)=[N:11][N:10]3[CH:12]=2)=[O:17])[CH2:20][CH2:19]1. The yield is 0.120. (3) The product is [CH2:11]([S:10][CH2:20][C@@H:6]1[CH2:7][C@@H:8]([S:10][CH2:11][C:12]2[CH:13]=[CH:14][C:15]([O:18][CH3:19])=[CH:16][CH:17]=2)[CH2:9][N:5]1[S:2]([CH3:1])(=[O:3])=[O:4])[C:12]1[CH:17]=[CH:16][CH:15]=[CH:14][CH:13]=1. The catalyst is CN(C=O)C.CCOC(C)=O. The reactants are [CH3:1][S:2]([N:5]1[CH2:9][C@H:8]([S:10][CH2:11][C:12]2[CH:17]=[CH:16][C:15]([O:18][CH3:19])=[CH:14][CH:13]=2)[CH2:7][C@H:6]1[CH2:20]OS(C)(=O)=O)(=[O:4])=[O:3].[Na+].[I-].[H-].[Na+].[NH4+].[Cl-]. The yield is 0.490. (4) The reactants are C([O:5][C:6]([C:8]1([CH2:11][CH2:12][CH2:13][CH2:14][C:15](=[O:30])[CH2:16][CH2:17][CH2:18][CH2:19][C:20]2([C:23]([O:25]C(C)(C)C)=[O:24])[CH2:22][CH2:21]2)[CH2:10][CH2:9]1)=[O:7])(C)(C)C. The catalyst is C(O)=O. The product is [C:23]([C:20]1([CH2:19][CH2:18][CH2:17][CH2:16][C:15](=[O:30])[CH2:14][CH2:13][CH2:12][CH2:11][C:8]2([C:6]([OH:7])=[O:5])[CH2:9][CH2:10]2)[CH2:22][CH2:21]1)([OH:25])=[O:24]. The yield is 0.990. (5) The reactants are I[C:2]1[C:3]([NH:8][C:9](=[O:14])[C:10]([CH3:13])([CH3:12])[CH3:11])=[N:4][CH:5]=[CH:6][CH:7]=1.[Br:15][C:16]1[CH:17]=[N:18][NH:19][CH:20]=1.[C@@H]1(N)CCCC[C@H]1N.C(=O)([O-])[O-].[K+].[K+]. The catalyst is [Cu]I.C1(C)C=CC=CC=1. The product is [Br:15][C:16]1[CH:17]=[N:18][N:19]([C:2]2[C:3]([NH:8][C:9](=[O:14])[C:10]([CH3:13])([CH3:12])[CH3:11])=[N:4][CH:5]=[CH:6][CH:7]=2)[CH:20]=1. The yield is 0.520.